Dataset: Reaction yield outcomes from USPTO patents with 853,638 reactions. Task: Predict the reaction yield, written as a fraction of the theoretical maximum amount of product (1.0 means a 100% yield; for example, 0.34 means a 34% yield). The reactants are [CH2:1]([O:3][C:4]1[CH:12]=[CH:11][C:7]([C:8]([OH:10])=O)=[CH:6][C:5]=1[N+:13]([O-:15])=[O:14])[CH3:2].C1C=CC2N(O)N=NC=2C=1.CCN=C=NCCCN(C)C.O[N:38]=[C:39]([C:41]1[C:42]2[CH2:43][CH2:44][CH:45]([OH:50])[C:46]=2[CH:47]=[CH:48][CH:49]=1)[NH2:40].[Na+].[Cl-]. The catalyst is CN(C=O)C. The product is [CH2:1]([O:3][C:4]1[CH:12]=[CH:11][C:7]([C:8]2[O:10][N:40]=[C:39]([C:41]3[CH:49]=[CH:48][CH:47]=[C:46]4[C:42]=3[CH2:43][CH2:44][CH:45]4[OH:50])[N:38]=2)=[CH:6][C:5]=1[N+:13]([O-:15])=[O:14])[CH3:2]. The yield is 0.400.